Dataset: Forward reaction prediction with 1.9M reactions from USPTO patents (1976-2016). Task: Predict the product of the given reaction. (1) Given the reactants CS(C)=O.C(Cl)(=O)C(Cl)=O.[CH2:11]([O:18][C:19]([N:21]1[C@@H:25]([CH2:26][CH2:27][OH:28])[CH2:24][O:23][C:22]1([CH3:30])[CH3:29])=[O:20])[C:12]1[CH:17]=[CH:16][CH:15]=[CH:14][CH:13]=1.CCN(CC)CC, predict the reaction product. The product is: [CH2:11]([O:18][C:19]([N:21]1[C@@H:25]([CH2:26][CH:27]=[O:28])[CH2:24][O:23][C:22]1([CH3:30])[CH3:29])=[O:20])[C:12]1[CH:17]=[CH:16][CH:15]=[CH:14][CH:13]=1. (2) Given the reactants [CH3:1][O:2][C:3]1[CH:8]=[CH:7][C:6]([CH2:9][C:10]#[N:11])=[CH:5][CH:4]=1.[C:12]1(=[O:18])[CH2:17][CH2:16][CH2:15][CH2:14][CH2:13]1.N12CCCN=C1CCCCC2.Cl, predict the reaction product. The product is: [C:10]([CH:9]([C:6]1[CH:7]=[CH:8][C:3]([O:2][CH3:1])=[CH:4][CH:5]=1)[C:12]1([OH:18])[CH2:17][CH2:16][CH2:15][CH2:14][CH2:13]1)#[N:11]. (3) Given the reactants [CH3:1][O:2][C:3]1[C:4]([CH3:23])=[CH:5][C:6]([CH2:12][C:13]2[C:14]([CH3:22])=[N:15][N:16]([CH2:19][C:20]#[N:21])[C:17]=2[CH3:18])=[C:7]2[C:11]=1[CH2:10][CH2:9][CH2:8]2.Cl.[NH2:25][OH:26].C(=O)([O-])[O-].[K+].[K+], predict the reaction product. The product is: [OH:26][NH:25][C:20](=[NH:21])[CH2:19][N:16]1[C:17]([CH3:18])=[C:13]([CH2:12][C:6]2[CH:5]=[C:4]([CH3:23])[C:3]([O:2][CH3:1])=[C:11]3[C:7]=2[CH2:8][CH2:9][CH2:10]3)[C:14]([CH3:22])=[N:15]1. (4) The product is: [NH2:20][CH2:19][CH2:18][O:17][CH2:16][CH2:15][N:14]1[C:10]2[C:9]3[CH:8]=[CH:7][CH:6]=[CH:5][C:4]=3[N:3]=[C:2]([NH2:1])[C:11]=2[N:12]=[C:13]1[CH2:28][O:29][CH2:30][CH3:31]. Given the reactants [NH2:1][C:2]1[C:11]2[N:12]=[C:13]([CH2:28][O:29][CH2:30][CH3:31])[N:14]([CH2:15][CH2:16][O:17][CH2:18][CH2:19][NH:20]C(=O)OC(C)(C)C)[C:10]=2[C:9]2[CH:8]=[CH:7][CH:6]=[CH:5][C:4]=2[N:3]=1.CCOCC.C, predict the reaction product.